Dataset: Forward reaction prediction with 1.9M reactions from USPTO patents (1976-2016). Task: Predict the product of the given reaction. (1) Given the reactants [Cl:1][C:2]1[CH:9]=[C:8]([NH:10][CH3:11])[C:5]([CH:6]=O)=[CH:4][N:3]=1.[CH3:12][O:13][C:14]1[CH:15]=[C:16]([CH2:22][C:23](OC)=[O:24])[CH:17]=[C:18]([O:20][CH3:21])[CH:19]=1.C(=O)([O-])[O-].[K+].[K+], predict the reaction product. The product is: [Cl:1][C:2]1[CH:9]=[C:8]2[C:5]([CH:6]=[C:22]([C:16]3[CH:17]=[C:18]([O:20][CH3:21])[CH:19]=[C:14]([O:13][CH3:12])[CH:15]=3)[C:23](=[O:24])[N:10]2[CH3:11])=[CH:4][N:3]=1. (2) The product is: [C:24]1(/[CH:23]=[CH:22]/[C:2]2[CH:3]=[C:4]([CH2:8][O:9][C:10]3[CH:15]=[CH:14][C:13]([CH2:16][CH2:17][C:18]([O:20][CH3:21])=[O:19])=[CH:12][CH:11]=3)[CH:5]=[CH:6][CH:7]=2)[CH:29]=[CH:28][CH:27]=[CH:26][CH:25]=1. Given the reactants Br[C:2]1[CH:3]=[C:4]([CH2:8][O:9][C:10]2[CH:15]=[CH:14][C:13]([CH2:16][CH2:17][C:18]([O:20][CH3:21])=[O:19])=[CH:12][CH:11]=2)[CH:5]=[CH:6][CH:7]=1.[CH2:22]=[CH:23][C:24]1[CH:29]=[CH:28][CH:27]=[CH:26][CH:25]=1.C(=O)([O-])O.[Na+].O, predict the reaction product. (3) Given the reactants Br[C:2]1[CH:3]=[C:4]([O:9][CH:10]([C:12]2[C:17]([Cl:18])=[CH:16][CH:15]=[C:14]([F:19])[C:13]=2[Cl:20])[CH3:11])[C:5]([NH2:8])=[N:6][CH:7]=1.Br[C:22]1[N:27]=[CH:26][C:25](B(O)O)=[CH:24][CH:23]=1.[CH3:31][PH:32](=[O:34])[CH3:33], predict the reaction product. The product is: [Cl:20][C:13]1[C:14]([F:19])=[CH:15][CH:16]=[C:17]([Cl:18])[C:12]=1[CH:10]([O:9][C:4]1[C:5]([NH2:8])=[N:6][CH:7]=[C:2]([C:25]2[CH:26]=[N:27][C:22]([P:32]([CH3:33])([CH3:31])=[O:34])=[CH:23][CH:24]=2)[CH:3]=1)[CH3:11]. (4) Given the reactants [Si]([O:8][C@H:9]([CH3:38])[C@@H:10]([NH:24][C:25]1[CH:32]=[CH:31][C:28]([C:29]#[N:30])=[C:27]([C:33]([F:36])([F:35])[F:34])[C:26]=1[CH3:37])[C:11]1[O:12][C:13]([C:16]2[CH:21]=[CH:20][C:19]([C:22]#[N:23])=[CH:18][CH:17]=2)=[N:14][N:15]=1)(C(C)(C)C)(C)C.CCCC[N+](CCCC)(CCCC)CCCC.[F-], predict the reaction product. The product is: [C:22]([C:19]1[CH:18]=[CH:17][C:16]([C:13]2[O:12][C:11]([C@H:10]([NH:24][C:25]3[CH:32]=[CH:31][C:28]([C:29]#[N:30])=[C:27]([C:33]([F:34])([F:36])[F:35])[C:26]=3[CH3:37])[C@H:9]([OH:8])[CH3:38])=[N:15][N:14]=2)=[CH:21][CH:20]=1)#[N:23]. (5) Given the reactants [CH3:1][C:2]1([CH3:10])[O:7][CH2:6][C:5]([NH2:9])([CH3:8])[CH2:4][O:3]1.Cl[C:12]1[C:13]2[S:30][C:29](=[O:31])[N:28]([CH2:32][CH2:33][S:34]([C:37]3[CH:42]=[CH:41][CH:40]=[CH:39][CH:38]=3)(=[O:36])=[O:35])[C:14]=2[N:15]=[C:16]([S:18][CH2:19][C:20]2[CH:25]=[CH:24][CH:23]=[C:22]([F:26])[C:21]=2[F:27])[N:17]=1.FC1C(F)=CC=CC=1CSC1N=C(NC(CO)(C)CO)C2SC(=O)N(CCS(C3C=CC=CC=3)(=O)=O)C=2N=1.[CH2-]C(C)=O, predict the reaction product. The product is: [F:27][C:21]1[C:22]([F:26])=[CH:23][CH:24]=[CH:25][C:20]=1[CH2:19][S:18][C:16]1[N:17]=[C:12]([NH:9][C:5]2([CH3:8])[CH2:6][O:7][C:2]([CH3:10])([CH3:1])[O:3][CH2:4]2)[C:13]2[S:30][C:29](=[O:31])[N:28]([CH2:32][CH2:33][S:34]([C:37]3[CH:38]=[CH:39][CH:40]=[CH:41][CH:42]=3)(=[O:35])=[O:36])[C:14]=2[N:15]=1. (6) The product is: [Cl:1][C:2]1[CH:9]=[CH:8][C:5]([CH2:6][Si:11]([Cl:13])([Cl:12])[Cl:10])=[CH:4][CH:3]=1. Given the reactants [Cl:1][C:2]1[CH:9]=[CH:8][C:5]([CH2:6]Cl)=[CH:4][CH:3]=1.[Cl:10][SiH:11]([Cl:13])[Cl:12], predict the reaction product. (7) Given the reactants [OH:1][C:2]1[CH:7]=[CH:6][C:5]([CH2:8][C:9]([OH:11])=O)=[CH:4][C:3]=1[O:12][CH3:13].F[P-](F)(F)(F)(F)F.[N:21]1(O[P+](N2CCCC2)(N2CCCC2)N2CCCC2)[C:25]2[CH:26]=[CH:27][CH:28]=[CH:29][C:24]=2N=N1.ClCCl, predict the reaction product. The product is: [OH:1][C:2]1[CH:7]=[CH:6][C:5]([CH2:8][C:9]([NH:21][C@H:25]2[CH2:24][CH2:29][C@@H:28](/[CH:7]=[CH:2]/[CH2:3][CH2:4][CH3:5])[CH2:27][CH2:26]2)=[O:11])=[CH:4][C:3]=1[O:12][CH3:13]. (8) Given the reactants [F:1][C:2]1[CH:10]=[C:9]2[C:5]([C:6]([CH:11]=[O:12])=[N:7][NH:8]2)=[CH:4][CH:3]=1.C(N(CC)CC)C.[CH3:20][O:21][C:22]1[CH:27]=[CH:26][C:25]([S:28](Cl)(=[O:30])=[O:29])=[CH:24][C:23]=1[N:32]1[CH2:37][CH2:36][N:35]([C:38](=[O:43])[C:39]([F:42])([F:41])[F:40])[CH2:34][CH2:33]1, predict the reaction product. The product is: [F:1][C:2]1[CH:10]=[C:9]2[C:5]([C:6]([CH:11]=[O:12])=[N:7][N:8]2[S:28]([C:25]2[CH:26]=[CH:27][C:22]([O:21][CH3:20])=[C:23]([N:32]3[CH2:37][CH2:36][N:35]([C:38](=[O:43])[C:39]([F:42])([F:40])[F:41])[CH2:34][CH2:33]3)[CH:24]=2)(=[O:30])=[O:29])=[CH:4][CH:3]=1.